Dataset: Reaction yield outcomes from USPTO patents with 853,638 reactions. Task: Predict the reaction yield, written as a fraction of the theoretical maximum amount of product (1.0 means a 100% yield; for example, 0.34 means a 34% yield). (1) The reactants are [I-].C[S+](C)(C)=O.[CH3:7]C(C)([O-])C.[K+].[CH3:13][O:14][C:15](=[O:33])[CH:16]=[CH:17][C:18]1[CH:23]=[CH:22][C:21]([O:24][CH2:25][C:26]2[CH:31]=[CH:30][CH:29]=[CH:28][CH:27]=2)=[CH:20][C:19]=1[CH3:32]. The catalyst is CS(C)=O.C1COCC1. The product is [CH3:13][O:14][C:15]([CH:16]1[CH2:7][CH:17]1[C:18]1[CH:23]=[CH:22][C:21]([O:24][CH2:25][C:26]2[CH:27]=[CH:28][CH:29]=[CH:30][CH:31]=2)=[CH:20][C:19]=1[CH3:32])=[O:33]. The yield is 0.100. (2) The yield is 0.630. The product is [F:1][C:2]1[C:3]([NH:17][CH2:18][OH:19])=[N:4][C:5]([O:8][CH2:9][C:10]2[CH:15]=[CH:14][C:13]([CH3:16])=[CH:12][CH:11]=2)=[N:6][CH:7]=1. The reactants are [F:1][C:2]1[C:3]([NH2:17])=[N:4][C:5]([O:8][CH2:9][C:10]2[CH:15]=[CH:14][C:13]([CH3:16])=[CH:12][CH:11]=2)=[N:6][CH:7]=1.[CH2:18]=[O:19]. The catalyst is O1CCOCC1. (3) The reactants are [NH2:1][C:2]1[N:6]([C:7]2[CH:12]=[CH:11][CH:10]=[CH:9][C:8]=2O)[N:5]=[C:4]([C:14]([CH3:17])([CH3:16])[CH3:15])[CH:3]=1.C1(P(C2C=CC=CC=2)C2C=CC=CC=2)C=CC=CC=1.[CH2:37]([O:44][CH2:45][C@@H:46]([OH:48])[CH3:47])[C:38]1[CH:43]=[CH:42][CH:41]=[CH:40][CH:39]=1.CC(OC(/N=N/C(OC(C)C)=O)=O)C. The catalyst is C1COCC1.CO.O. The product is [CH2:37]([O:44][CH2:45][C@@H:46]([CH3:47])[O:48][C:9]1[CH:8]=[C:7]([N:6]2[C:2]([NH2:1])=[CH:3][C:4]([C:14]([CH3:17])([CH3:16])[CH3:15])=[N:5]2)[CH:12]=[CH:11][CH:10]=1)[C:38]1[CH:43]=[CH:42][CH:41]=[CH:40][CH:39]=1. The yield is 0.450. (4) The reactants are [NH:1]1[C:9]2[C:4](=[CH:5][CH:6]=[CH:7][CH:8]=2)[C:3]([C:10]2[N:15]=[N:14][C:13]([O:16][CH:17]3[CH:22]4[CH2:23][CH2:24][N:19]([CH2:20][CH2:21]4)[CH2:18]3)=[CH:12][CH:11]=2)=[CH:2]1.[C:25]([OH:32])(=[O:31])/[CH:26]=[CH:27]/[C:28]([OH:30])=[O:29]. The catalyst is CCOC(C)=O.CO. The product is [C:25]([OH:32])(=[O:31])/[CH:26]=[CH:27]/[C:28]([OH:30])=[O:29].[NH:1]1[C:9]2[C:4](=[CH:5][CH:6]=[CH:7][CH:8]=2)[C:3]([C:10]2[N:15]=[N:14][C:13]([O:16][CH:17]3[CH:22]4[CH2:23][CH2:24][N:19]([CH2:20][CH2:21]4)[CH2:18]3)=[CH:12][CH:11]=2)=[CH:2]1.[NH:1]1[C:9]2[C:4](=[CH:5][CH:6]=[CH:7][CH:8]=2)[C:3]([C:10]2[N:15]=[N:14][C:13]([O:16][CH:17]3[CH:22]4[CH2:23][CH2:24][N:19]([CH2:20][CH2:21]4)[CH2:18]3)=[CH:12][CH:11]=2)=[CH:2]1. The yield is 1.00. (5) The reactants are C([O:3][P:4]([CH2:9][NH:10][C:11](=[O:38])[CH2:12][CH2:13][C:14]([CH3:37])=[CH:15][CH2:16][C:17]1[C:18]([O:30]CC[Si](C)(C)C)=[C:19]2[C:23](=[C:24]([CH3:28])[C:25]=1[O:26][CH3:27])[CH2:22][O:21][C:20]2=[O:29])(=[O:8])[O:5]CC)C.C[Si](Br)(C)C.N1C(C)=CC=CC=1C. The catalyst is C(#N)C. The product is [OH:30][C:18]1[C:17]([CH2:16][CH:15]=[C:14]([CH3:37])[CH2:13][CH2:12][C:11]([NH:10][CH2:9][P:4](=[O:3])([OH:8])[OH:5])=[O:38])=[C:25]([O:26][CH3:27])[C:24]([CH3:28])=[C:23]2[C:19]=1[C:20](=[O:29])[O:21][CH2:22]2. The yield is 0.0900. (6) The reactants are C([O:4][CH2:5][C:6]1[CH:11]=[C:10]([CH2:12][O:13]C(=O)C)[CH:9]=[CH:8][C:7]=1[Br:17])(=O)C.C(OCC1C=CC=C(COC(=O)C)C=1Br)(=O)C.[OH-].[Na+].Cl. The catalyst is CO.C1(C)C=CC=CC=1. The product is [OH:4][CH2:5][C:6]1[CH:11]=[C:10]([CH2:12][OH:13])[CH:9]=[CH:8][C:7]=1[Br:17]. The yield is 0.837. (7) The reactants are [C:1]([C:3]1[CH:4]=[CH:5][C:6]([C:9]2[N:13]([C:14]3[CH:19]=[CH:18][CH:17]=[CH:16][N:15]=3)[N:12]=[C:11]([C:20]([OH:22])=O)[CH:10]=2)=[N:7][CH:8]=1)#[N:2].[C:23]([NH2:27])([CH3:26])([CH3:25])[CH3:24]. No catalyst specified. The product is [C:23]([NH:27][C:20]([C:11]1[CH:10]=[C:9]([C:6]2[CH:5]=[CH:4][C:3]([C:1]#[N:2])=[CH:8][N:7]=2)[N:13]([C:14]2[CH:19]=[CH:18][CH:17]=[CH:16][N:15]=2)[N:12]=1)=[O:22])([CH3:26])([CH3:25])[CH3:24]. The yield is 0.500. (8) The reactants are [C:1]12([NH2:11])[CH2:10][CH:5]3[CH2:6][CH:7]([CH2:9][CH:3]([CH2:4]3)[CH2:2]1)[CH2:8]2.[S:12]1[C:16]2=[N:17][CH:18]=[CH:19][CH:20]=[C:15]2[CH:14]=[C:13]1[CH:21]=O. No catalyst specified. The product is [C:1]12([NH:11][CH2:21][C:13]3[S:12][C:16]4=[N:17][CH:18]=[CH:19][CH:20]=[C:15]4[CH:14]=3)[CH2:8][CH:7]3[CH2:6][CH:5]([CH2:4][CH:3]([CH2:9]3)[CH2:2]1)[CH2:10]2. The yield is 0.700. (9) The reactants are C([O:3][C:4](=[O:39])[CH2:5][CH2:6][C:7]1[CH:12]=[CH:11][C:10]([O:13][C:14]2[CH:19]=[C:18]([O:20][C:21]3[CH:26]=[CH:25][C:24]([C:27]([F:30])([F:29])[F:28])=[CH:23][C:22]=3[C:31]3[CH:36]=[CH:35][CH:34]=[CH:33][N:32]=3)[CH:17]=[C:16]([CH3:37])[CH:15]=2)=[CH:9][C:8]=1[CH3:38])C.[OH-].[Na+].Cl. The catalyst is C(O)C.O. The product is [CH3:38][C:8]1[CH:9]=[C:10]([O:13][C:14]2[CH:19]=[C:18]([O:20][C:21]3[CH:26]=[CH:25][C:24]([C:27]([F:29])([F:30])[F:28])=[CH:23][C:22]=3[C:31]3[CH:36]=[CH:35][CH:34]=[CH:33][N:32]=3)[CH:17]=[C:16]([CH3:37])[CH:15]=2)[CH:11]=[CH:12][C:7]=1[CH2:6][CH2:5][C:4]([OH:39])=[O:3]. The yield is 0.380.